Dataset: Catalyst prediction with 721,799 reactions and 888 catalyst types from USPTO. Task: Predict which catalyst facilitates the given reaction. (1) Reactant: [C:1]1([C:7]2[CH2:8][C:9]3[C:14]([CH:15]=2)=[CH:13][CH:12]=[CH:11][CH:10]=3)[CH:6]=[CH:5][CH:4]=[CH:3][CH:2]=1.[Li]CCCC.[Si:21]([CH3:25])([CH3:24])(Cl)[Cl:22]. Product: [Cl:22][Si:21]([CH3:25])([CH3:24])[CH:8]1[C:9]2[C:14](=[CH:13][CH:12]=[CH:11][CH:10]=2)[CH:15]=[C:7]1[C:1]1[CH:2]=[CH:3][CH:4]=[CH:5][CH:6]=1. The catalyst class is: 28. (2) Reactant: Br[C:2]1[CH:3]=[C:4]([CH2:9][C:10]2[CH:15]=[C:14](Br)[CH:13]=[C:12](Br)[CH:11]=2)[CH:5]=[C:6](Br)[CH:7]=1.C([Li])CCC.Cl[Si:24]([CH3:27])([CH3:26])[CH3:25].O. Product: [CH3:25][Si:24]([CH3:27])([CH3:26])[C:2]1[CH:3]=[C:4]([CH2:9][C:10]2[CH:15]=[C:14]([Si:24]([CH3:27])([CH3:26])[CH3:25])[CH:13]=[C:12]([Si:24]([CH3:27])([CH3:26])[CH3:25])[CH:11]=2)[CH:5]=[C:6]([Si:24]([CH3:27])([CH3:26])[CH3:25])[CH:7]=1. The catalyst class is: 1. (3) Reactant: [F:1][C:2]1[CH:7]=[CH:6][C:5]([CH2:8][CH2:9][OH:10])=[CH:4][CH:3]=1.S(=O)(=O)=O.N1C=CC=CC=1.Cl. Product: [F:1][C:2]1[CH:7]=[CH:6][C:5]([CH2:8][CH:9]=[O:10])=[CH:4][CH:3]=1. The catalyst class is: 16.